This data is from Catalyst prediction with 721,799 reactions and 888 catalyst types from USPTO. The task is: Predict which catalyst facilitates the given reaction. (1) Reactant: [CH:1]([Si:4](Cl)([CH:8]([CH3:10])[CH3:9])[CH:5]([CH3:7])[CH3:6])([CH3:3])[CH3:2].[NH2:12][C:13]1[C:18]([CH2:19][OH:20])=[CH:17][C:16]([Br:21])=[CH:15][N:14]=1.N1C=CN=C1. Product: [Br:21][C:16]1[CH:17]=[C:18]([CH2:19][O:20][Si:4]([CH:8]([CH3:10])[CH3:9])([CH:5]([CH3:7])[CH3:6])[CH:1]([CH3:3])[CH3:2])[C:13]([NH2:12])=[N:14][CH:15]=1. The catalyst class is: 39. (2) Reactant: [CH2:1]([OH:4])[C:2]#[CH:3].[CH2:5]([O:12][C:13](=[O:21])[N:14]([CH2:18][C:19]#[CH:20])[CH2:15][C:16]#[CH:17])[C:6]1[CH:11]=[CH:10][CH:9]=[CH:8][CH:7]=1.C(Cl)Cl. Product: [CH2:5]([O:12][C:13]([N:14]1[CH2:18][C:19]2[C:16](=[CH:17][CH:3]=[C:2]([CH2:1][OH:4])[CH:20]=2)[CH2:15]1)=[O:21])[C:6]1[CH:11]=[CH:10][CH:9]=[CH:8][CH:7]=1. The catalyst class is: 11. (3) Reactant: C(O[C:4](=[O:25])[C:5]([C:18]1[CH:23]=[CH:22][CH:21]=[C:20]([Br:24])[CH:19]=1)=[CH:6][NH:7][C:8]1[CH:13]=[CH:12][CH:11]=[C:10]([C:14]([CH3:17])([CH3:16])[CH3:15])[CH:9]=1)C. Product: [Br:24][C:20]1[CH:19]=[C:18]([C:5]2[C:4](=[O:25])[C:13]3[C:8](=[CH:9][C:10]([C:14]([CH3:15])([CH3:16])[CH3:17])=[CH:11][CH:12]=3)[NH:7][CH:6]=2)[CH:23]=[CH:22][CH:21]=1. The catalyst class is: 6. (4) Reactant: C(Cl)(=O)C(Cl)=O.CS(C)=O.[Cl:11][C:12]1[CH:17]=[CH:16][C:15]([C:18]([CH3:22])([CH3:21])[CH2:19][OH:20])=[CH:14][CH:13]=1.C(N(CC)CC)C. The catalyst class is: 4. Product: [Cl:11][C:12]1[CH:13]=[CH:14][C:15]([C:18]([CH3:22])([CH3:21])[CH:19]=[O:20])=[CH:16][CH:17]=1.